Dataset: NCI-60 drug combinations with 297,098 pairs across 59 cell lines. Task: Regression. Given two drug SMILES strings and cell line genomic features, predict the synergy score measuring deviation from expected non-interaction effect. (1) Drug 1: CC1=C(C(CCC1)(C)C)C=CC(=CC=CC(=CC(=O)O)C)C. Drug 2: CC1C(C(CC(O1)OC2CC(CC3=C2C(=C4C(=C3O)C(=O)C5=C(C4=O)C(=CC=C5)OC)O)(C(=O)CO)O)N)O.Cl. Cell line: RXF 393. Synergy scores: CSS=20.6, Synergy_ZIP=-4.57, Synergy_Bliss=-5.34, Synergy_Loewe=-8.37, Synergy_HSA=-3.12. (2) Cell line: HOP-62. Drug 2: CCC(=C(C1=CC=CC=C1)C2=CC=C(C=C2)OCCN(C)C)C3=CC=CC=C3.C(C(=O)O)C(CC(=O)O)(C(=O)O)O. Drug 1: CC1OCC2C(O1)C(C(C(O2)OC3C4COC(=O)C4C(C5=CC6=C(C=C35)OCO6)C7=CC(=C(C(=C7)OC)O)OC)O)O. Synergy scores: CSS=21.6, Synergy_ZIP=4.02, Synergy_Bliss=4.19, Synergy_Loewe=-14.4, Synergy_HSA=-0.233. (3) Cell line: MCF7. Synergy scores: CSS=17.2, Synergy_ZIP=1.73, Synergy_Bliss=-0.702, Synergy_Loewe=-20.4, Synergy_HSA=-3.34. Drug 2: CC1CCCC2(C(O2)CC(NC(=O)CC(C(C(=O)C(C1O)C)(C)C)O)C(=CC3=CSC(=N3)C)C)C. Drug 1: CN1C(=O)N2C=NC(=C2N=N1)C(=O)N. (4) Drug 1: C1=CC=C(C=C1)NC(=O)CCCCCCC(=O)NO. Synergy scores: CSS=18.4, Synergy_ZIP=-6.03, Synergy_Bliss=-5.03, Synergy_Loewe=-11.8, Synergy_HSA=-5.93. Drug 2: CCN(CC)CCCC(C)NC1=C2C=C(C=CC2=NC3=C1C=CC(=C3)Cl)OC. Cell line: SNB-19. (5) Drug 1: CNC(=O)C1=CC=CC=C1SC2=CC3=C(C=C2)C(=NN3)C=CC4=CC=CC=N4. Drug 2: C(CCl)NC(=O)N(CCCl)N=O. Cell line: SR. Synergy scores: CSS=92.5, Synergy_ZIP=-1.90, Synergy_Bliss=-1.98, Synergy_Loewe=-2.99, Synergy_HSA=0.220. (6) Drug 1: C1=CC(=CC=C1C#N)C(C2=CC=C(C=C2)C#N)N3C=NC=N3. Drug 2: N.N.Cl[Pt+2]Cl. Cell line: U251. Synergy scores: CSS=37.0, Synergy_ZIP=-0.346, Synergy_Bliss=-2.94, Synergy_Loewe=-5.34, Synergy_HSA=-3.68. (7) Drug 1: CCC1=C2CN3C(=CC4=C(C3=O)COC(=O)C4(CC)O)C2=NC5=C1C=C(C=C5)O. Drug 2: CCCCC(=O)OCC(=O)C1(CC(C2=C(C1)C(=C3C(=C2O)C(=O)C4=C(C3=O)C=CC=C4OC)O)OC5CC(C(C(O5)C)O)NC(=O)C(F)(F)F)O. Cell line: RXF 393. Synergy scores: CSS=33.5, Synergy_ZIP=-0.787, Synergy_Bliss=-0.119, Synergy_Loewe=0.435, Synergy_HSA=2.00. (8) Drug 1: C1CCN(CC1)CCOC2=CC=C(C=C2)C(=O)C3=C(SC4=C3C=CC(=C4)O)C5=CC=C(C=C5)O. Drug 2: C(CN)CNCCSP(=O)(O)O. Cell line: NCI-H226. Synergy scores: CSS=-7.90, Synergy_ZIP=5.61, Synergy_Bliss=0.458, Synergy_Loewe=-5.06, Synergy_HSA=-7.52.